From a dataset of Reaction yield outcomes from USPTO patents with 853,638 reactions. Predict the reaction yield, written as a fraction of the theoretical maximum amount of product (1.0 means a 100% yield; for example, 0.34 means a 34% yield). (1) The reactants are [OH:1][CH2:2][C:3]1[CH:11]=[CH:10][C:9]([CH3:12])=[CH:8][C:4]=1[C:5]([OH:7])=[O:6]. The catalyst is C1COCC1.O=[Mn]=O. The product is [CH:2]([C:3]1[CH:11]=[CH:10][C:9]([CH3:12])=[CH:8][C:4]=1[C:5]([OH:7])=[O:6])=[O:1]. The yield is 0.528. (2) The reactants are [Cl-].[Cl:2][C:3]1[CH:8]=[CH:7][NH+:6]=[C:5]([CH2:9]Cl)[C:4]=1[O:11][CH3:12].[F:13][CH:14]([F:26])[O:15][C:16]1[CH:25]=[CH:24][C:19]2[NH:20][C:21]([SH:23])=[N:22][C:18]=2[CH:17]=1.C1(C)C=CC=CC=1.[OH-].[Na+]. The catalyst is O. The product is [OH2:11].[F:26][CH:14]([F:13])[O:15][C:16]1[CH:25]=[CH:24][C:19]2[NH:20][C:21]([S:23][CH2:9][C:5]3[C:4]([O:11][CH3:12])=[C:3]([Cl:2])[CH:8]=[CH:7][N:6]=3)=[N:22][C:18]=2[CH:17]=1. The yield is 0.0460.